Dataset: Full USPTO retrosynthesis dataset with 1.9M reactions from patents (1976-2016). Task: Predict the reactants needed to synthesize the given product. (1) The reactants are: [CH2:1]([N:8]1[CH2:13][CH2:12][C:11](=O)[CH2:10][CH2:9]1)[C:2]1[CH:7]=[CH:6][CH:5]=[CH:4][CH:3]=1.[C:15]([O:19][C:20]([N:22]1[C:30]2[C:25](=[CH:26][CH:27]=[C:28]([NH2:31])[CH:29]=2)[CH2:24][CH2:23]1)=[O:21])([CH3:18])([CH3:17])[CH3:16].[BH-](OC(C)=O)(OC(C)=O)OC(C)=O.[Na+].CC(O)=O. Given the product [C:15]([O:19][C:20]([N:22]1[C:30]2[C:25](=[CH:26][CH:27]=[C:28]([NH:31][CH:11]3[CH2:12][CH2:13][N:8]([CH2:1][C:2]4[CH:7]=[CH:6][CH:5]=[CH:4][CH:3]=4)[CH2:9][CH2:10]3)[CH:29]=2)[CH2:24][CH2:23]1)=[O:21])([CH3:18])([CH3:16])[CH3:17], predict the reactants needed to synthesize it. (2) Given the product [C:55]([O:58][CH2:59][C:60]1[C:61]([N:75]2[CH2:87][CH2:86][N:78]3[C:79]4[CH2:80][CH2:81][CH2:82][CH2:83][C:84]=4[CH:85]=[C:77]3[C:76]2=[O:88])=[N:62][CH:63]=[CH:64][C:65]=1[C:2]1[CH:3]=[C:4]([NH:10][C:11]2[CH:16]=[N:15][C:14]([N:17]3[CH2:22][CH2:21][N:20]([CH:23]4[CH2:26][O:25][CH2:24]4)[CH2:19][C@@H:18]3[CH3:27])=[CH:13][N:12]=2)[C:5](=[O:9])[N:6]([CH3:8])[CH:7]=1)(=[O:57])[CH3:56], predict the reactants needed to synthesize it. The reactants are: Br[C:2]1[CH:3]=[C:4]([NH:10][C:11]2[CH:16]=[N:15][C:14]([N:17]3[CH2:22][CH2:21][N:20]([CH:23]4[CH2:26][O:25][CH2:24]4)[CH2:19][C@@H:18]3[CH3:27])=[CH:13][N:12]=2)[C:5](=[O:9])[N:6]([CH3:8])[CH:7]=1.BrC1C=C(NC2C=CC(N3CCN(C4COC4)C[C@@H]3C)=CN=2)C(=O)N(C)C=1.[C:55]([O:58][CH2:59][C:60]1[C:61]([N:75]2[CH2:87][CH2:86][N:78]3[C:79]4[CH2:80][CH2:81][CH2:82][CH2:83][C:84]=4[CH:85]=[C:77]3[C:76]2=[O:88])=[N:62][CH:63]=[CH:64][C:65]=1B1OC(C)(C)C(C)(C)O1)(=[O:57])[CH3:56].[O-]P([O-])([O-])=O.[K+].[K+].[K+].C([O-])(=O)C.[Na+].